From a dataset of Reaction yield outcomes from USPTO patents with 853,638 reactions. Predict the reaction yield, written as a fraction of the theoretical maximum amount of product (1.0 means a 100% yield; for example, 0.34 means a 34% yield). (1) The reactants are [CH3:1][O:2][C:3]1[CH:4]=[C:5]([C:11]2[CH:21]=[N:20][C:14]3[N:15]=[C:16]([NH2:19])[N:17]=[CH:18][C:13]=3[CH:12]=2)[CH:6]=[C:7]([O:9][CH3:10])[CH:8]=1.[H-].[Na+].F[C:25]1[C:30]([N+:31]([O-:33])=[O:32])=[CH:29][CH:28]=[CH:27][C:26]=1[CH3:34]. The catalyst is C1COCC1. The product is [CH3:1][O:2][C:3]1[CH:4]=[C:5]([C:11]2[CH:21]=[N:20][C:14]3[N:15]=[C:16]([NH:19][C:25]4[C:30]([N+:31]([O-:33])=[O:32])=[CH:29][CH:28]=[CH:27][C:26]=4[CH3:34])[N:17]=[CH:18][C:13]=3[CH:12]=2)[CH:6]=[C:7]([O:9][CH3:10])[CH:8]=1. The yield is 0.510. (2) The reactants are [C:1]1([C:7]2[CH:12]=[CH:11][C:10]([C:13]([CH3:15])=[CH2:14])=[CH:9][N:8]=2)[CH:6]=[CH:5][CH:4]=[CH:3][CH:2]=1. The catalyst is [Pd].[Pt].CCO. The product is [C:1]1([C:7]2[CH:12]=[CH:11][C:10]([CH:13]([CH3:15])[CH3:14])=[CH:9][N:8]=2)[CH:2]=[CH:3][CH:4]=[CH:5][CH:6]=1. The yield is 0.540. (3) The reactants are [Cl-].COC(=O)[CH2:5][CH2:6][CH2:7][NH+:8]([CH3:10])[CH3:9].[C:12]([O-:15])([O-])=[O:13].[K+].[K+].[Br:18][CH2:19][CH3:20].[CH3:21]C(C)=O. No catalyst specified. The product is [Br-:18].[CH2:19]([N+:8]([CH3:9])([CH3:10])[CH2:7][CH2:6][CH2:5][C:12]([O:15][CH3:21])=[O:13])[CH3:20]. The yield is 0.640. (4) The reactants are [Cl:1][C:2]1[C:3]([O:12][C:13]2[CH:18]=[C:17]([O:19][CH2:20][CH2:21][O:22][CH3:23])[CH:16]=[CH:15][C:14]=2[CH2:24][CH2:25][CH2:26][NH2:27])=[N:4][CH:5]=[C:6]([C:8]([F:11])([F:10])[F:9])[CH:7]=1.N1C=CC=CC=1.[CH:34]1([S:40](Cl)(=[O:42])=[O:41])[CH2:39][CH2:38][CH2:37][CH2:36][CH2:35]1.Cl. The catalyst is C(OCC)(=O)C. The product is [Cl:1][C:2]1[C:3]([O:12][C:13]2[CH:18]=[C:17]([O:19][CH2:20][CH2:21][O:22][CH3:23])[CH:16]=[CH:15][C:14]=2[CH2:24][CH2:25][CH2:26][NH:27][S:40]([CH:34]2[CH2:39][CH2:38][CH2:37][CH2:36][CH2:35]2)(=[O:42])=[O:41])=[N:4][CH:5]=[C:6]([C:8]([F:9])([F:11])[F:10])[CH:7]=1. The yield is 0.0800. (5) The reactants are [Cl:1][C:2]1[CH:10]=[C:9]2[C:5]([C:6]([C:11]([O:13][CH3:14])=[O:12])=[CH:7][NH:8]2)=[CH:4][C:3]=1B1OCC(C)(C)CO1.Br[C:24]1[CH:29]=[CH:28][C:27]([CH3:30])=[CH:26][CH:25]=1.C(=O)([O-])[O-].[K+].[K+].C(OCC)(=O)C. The catalyst is C1(C)C=CC=CC=1.C(O)C.C1C=CC(P(C2C=CC=CC=2)[C-]2C=CC=C2)=CC=1.C1C=CC(P(C2C=CC=CC=2)[C-]2C=CC=C2)=CC=1.Cl[Pd]Cl.[Fe+2]. The product is [Cl:1][C:2]1[CH:10]=[C:9]2[C:5]([C:6]([C:11]([O:13][CH3:14])=[O:12])=[CH:7][NH:8]2)=[CH:4][C:3]=1[C:24]1[CH:29]=[CH:28][C:27]([CH3:30])=[CH:26][CH:25]=1. The yield is 1.00. (6) The reactants are [F:1][C:2]([F:7])([F:6])[C:3]([CH3:5])=O.[Cl:8][C:9]1[C:10](=[N:15][NH2:16])[NH:11][CH:12]=[CH:13][CH:14]=1. No catalyst specified. The product is [F:1][C:2]([F:7])([F:6])[C:3](=[N:16][N:15]=[C:10]1[C:9]([Cl:8])=[CH:14][CH:13]=[CH:12][NH:11]1)[CH3:5]. The yield is 0.660.